From a dataset of Catalyst prediction with 721,799 reactions and 888 catalyst types from USPTO. Predict which catalyst facilitates the given reaction. (1) Reactant: [Si:1]([O:8][CH2:9][CH2:10][NH:11][C:12]([C:14]1[CH:15]=[N:16][N:17]([C:19]2[CH:24]=[CH:23][C:22]([O:25][CH2:26][CH2:27][CH2:28][N:29]3[CH2:33][CH2:32][CH2:31][C@H:30]3[CH3:34])=[CH:21][CH:20]=2)[CH:18]=1)=[O:13])([C:4]([CH3:7])([CH3:6])[CH3:5])([CH3:3])[CH3:2].[H-].[Na+].Br[CH2:38][C:39]([O:41][C:42]([CH3:45])([CH3:44])[CH3:43])=[O:40]. Product: [Si:1]([O:8][CH2:9][CH2:10][N:11]([C:12]([C:14]1[CH:15]=[N:16][N:17]([C:19]2[CH:20]=[CH:21][C:22]([O:25][CH2:26][CH2:27][CH2:28][N:29]3[CH2:33][CH2:32][CH2:31][C@H:30]3[CH3:34])=[CH:23][CH:24]=2)[CH:18]=1)=[O:13])[CH2:38][C:39]([O:41][C:42]([CH3:45])([CH3:44])[CH3:43])=[O:40])([C:4]([CH3:7])([CH3:5])[CH3:6])([CH3:3])[CH3:2]. The catalyst class is: 35. (2) Reactant: [CH2:1]([O:3][C:4](=[O:33])[CH2:5][C@@H:6]1[C:18]2[N:17]([C@H](C3C=CC(Cl)=CC=3)C)[C:16]3[C:11](=[CH:12][C:13]([F:32])=[CH:14][C:15]=3[S:28]([CH3:31])(=[O:30])=[O:29])[C:10]=2[CH2:9][CH2:8][CH2:7]1)C.C1COCC1.CO.[Li+].[OH-]. Product: [CH3:1][O:3][C:4](=[O:33])[CH2:5][C@@H:6]1[C:18]2[NH:17][C:16]3[C:11](=[CH:12][C:13]([F:32])=[CH:14][C:15]=3[S:28]([CH3:31])(=[O:30])=[O:29])[C:10]=2[CH2:9][CH2:8][CH2:7]1. The catalyst class is: 52. (3) Reactant: [CH3:1][N:2]1[C:10]2[C:5](=[CH:6][CH:7]=[CH:8][C:9]=2[CH2:11][C:12]#[N:13])[CH:4]=[CH:3]1.[OH-:14].[K+].O. Product: [CH3:1][N:2]1[C:10]2[C:5](=[CH:6][CH:7]=[CH:8][C:9]=2[CH2:11][C:12]([NH2:13])=[O:14])[CH:4]=[CH:3]1. The catalyst class is: 107. (4) Reactant: [N:1]1([CH2:6][C:7]([NH:9][C@H:10]([C:25]([NH:27][C:28]2[CH:33]=[CH:32][C:31]([O:34][C:35]3[CH:40]=[CH:39][C:38]([F:41])=[CH:37][CH:36]=3)=[CH:30][CH:29]=2)=[O:26])[CH2:11][CH2:12][CH2:13][NH:14]C(=O)OCC2C=CC=CC=2)=[O:8])[CH:5]=[N:4][CH:3]=[N:2]1. Product: [N:1]1([CH2:6][C:7]([NH:9][C@@H:10]([CH2:11][CH2:12][CH2:13][NH2:14])[C:25]([NH:27][C:28]2[CH:29]=[CH:30][C:31]([O:34][C:35]3[CH:40]=[CH:39][C:38]([F:41])=[CH:37][CH:36]=3)=[CH:32][CH:33]=2)=[O:26])=[O:8])[CH:5]=[N:4][CH:3]=[N:2]1. The catalyst class is: 43. (5) Reactant: [Cl:1][C:2]1[CH:7]=[CH:6][C:5]([C:8]2([C:14]#[N:15])[CH2:13][CH2:12][NH:11][CH2:10][CH2:9]2)=[CH:4][CH:3]=1.C(=O)([O-])[O-].[K+].[K+].Br[CH2:23][CH2:24][CH:25]=[C:26]1[C:32]2[CH:33]=[CH:34][CH:35]=[N:36][C:31]=2[CH2:30][O:29][C:28]2[CH:37]=[CH:38][C:39]([C:41]([OH:44])([CH3:43])[CH3:42])=[CH:40][C:27]1=2. Product: [Cl:1][C:2]1[CH:7]=[CH:6][C:5]([C:8]2([C:14]#[N:15])[CH2:13][CH2:12][N:11]([CH2:23][CH2:24][CH:25]=[C:26]3[C:32]4[CH:33]=[CH:34][CH:35]=[N:36][C:31]=4[CH2:30][O:29][C:28]4[CH:37]=[CH:38][C:39]([C:41]([OH:44])([CH3:43])[CH3:42])=[CH:40][C:27]3=4)[CH2:10][CH2:9]2)=[CH:4][CH:3]=1. The catalyst class is: 47. (6) Reactant: [CH3:1][C:2]1[CH:3]=[C:4]([NH:9][C:10](=[O:12])[CH3:11])[CH:5]=[CH:6][C:7]=1[CH3:8].[CH:13]1[CH:18]=[C:17]2[C:19]([C:21](O)([OH:24])[C:22](=[O:23])[C:16]2=[CH:15][CH:14]=1)=[O:20]. Product: [OH:24][C:21]1([C:5]2[CH:6]=[C:7]([CH3:8])[C:2]([CH3:1])=[CH:3][C:4]=2[NH:9][C:10](=[O:12])[CH3:11])[C:22](=[O:23])[C:16]2[C:17](=[CH:18][CH:13]=[CH:14][CH:15]=2)[C:19]1=[O:20]. The catalyst class is: 65. (7) Product: [NH2:15][C@H:7]1[C:8]2[C:13](=[CH:12][CH:11]=[C:10]([F:14])[CH:9]=2)[N:4]([C:1](=[O:3])[CH3:2])[C@@H:5]([CH:27]2[CH2:29][CH2:28]2)[C@@H:6]1[CH3:26]. Reactant: [C:1]([N:4]1[C:13]2[C:8](=[CH:9][C:10]([F:14])=[CH:11][CH:12]=2)[C@H:7]([NH:15]C(=O)OCC2C=CC=CC=2)[C@@H:6]([CH3:26])[C@@H:5]1[CH:27]1[CH2:29][CH2:28]1)(=[O:3])[CH3:2]. The catalyst class is: 29. (8) The catalyst class is: 26. Reactant: [F:1][C:2]([F:7])([F:6])[C:3]([OH:5])=[O:4].[OH:8][C:9]1([CH2:22][N:23]2[C:28](=[O:29])[C:27]3=[CH:30][C:31]([NH:33][C:34]([C:36]4[N:37]=[C:38]([C:41]5[CH:46]=[CH:45][CH:44]=[CH:43][CH:42]=5)[S:39][CH:40]=4)=[O:35])=[CH:32][N:26]3[N:25]=[CH:24]2)[CH2:14][CH2:13][N:12](C(OC(C)(C)C)=O)[CH2:11][CH2:10]1. Product: [F:1][C:2]([F:7])([F:6])[C:3]([OH:5])=[O:4].[OH:8][C:9]1([CH2:22][N:23]2[C:28](=[O:29])[C:27]3=[CH:30][C:31]([NH:33][C:34]([C:36]4[N:37]=[C:38]([C:41]5[CH:46]=[CH:45][CH:44]=[CH:43][CH:42]=5)[S:39][CH:40]=4)=[O:35])=[CH:32][N:26]3[N:25]=[CH:24]2)[CH2:10][CH2:11][NH:12][CH2:13][CH2:14]1. (9) Reactant: [F:1][C:2]([F:14])([F:13])[C:3]([CH:5]1[C:10](=[O:11])[CH2:9][CH2:8][CH2:7][C:6]1=O)=O.O.[NH2:16][NH2:17]. Product: [F:1][C:2]([F:14])([F:13])[C:3]1[C:5]2[C:10](=[O:11])[CH2:9][CH2:8][CH2:7][C:6]=2[NH:17][N:16]=1. The catalyst class is: 14.